From a dataset of Forward reaction prediction with 1.9M reactions from USPTO patents (1976-2016). Predict the product of the given reaction. (1) Given the reactants [CH2:1]([O:3][C:4](=[O:29])[CH2:5][NH:6][C:7]([NH:9][C:10]1[CH:15]=[C:14]([CH2:16][N:17]2[C:22]3[CH:23]=[CH:24][CH:25]=[CH:26][C:21]=3[C:20](=[O:27])OC2=O)[CH:13]=[CH:12][N:11]=1)=[O:8])[CH3:2].Cl.[C:31]([C:33]1[CH:41]=[CH:40][C:36]([CH2:37][O:38][NH2:39])=[CH:35][CH:34]=1)#[N:32], predict the reaction product. The product is: [CH2:1]([O:3][C:4](=[O:29])[CH2:5][NH:6][C:7]([NH:9][C:10]1[CH:15]=[C:14]([CH2:16][NH:17][C:22]2[CH:23]=[CH:24][CH:25]=[CH:26][C:21]=2[C:20](=[O:27])[NH:39][O:38][CH2:37][C:36]2[CH:40]=[CH:41][C:33]([C:31]#[N:32])=[CH:34][CH:35]=2)[CH:13]=[CH:12][N:11]=1)=[O:8])[CH3:2]. (2) Given the reactants Br[C:2]1[CH:3]=[C:4]([CH:27]=[C:28]([C:30](=[O:34])[N:31]([CH3:33])[CH3:32])[CH:29]=1)[CH2:5][O:6][CH2:7][C:8]1([C:21]2[CH:26]=[CH:25][CH:24]=[CH:23][CH:22]=2)[CH2:13][CH2:12][N:11](C(OC(C)(C)C)=O)[CH2:10][CH2:9]1.[C:35]([C:37]1[CH:42]=[CH:41][C:40](B(O)O)=[CH:39][CH:38]=1)#[N:36], predict the reaction product. The product is: [C:35]([C:37]1[CH:42]=[CH:41][C:40]([C:2]2[CH:3]=[C:4]([CH2:5][O:6][CH2:7][C:8]3([C:21]4[CH:26]=[CH:25][CH:24]=[CH:23][CH:22]=4)[CH2:13][CH2:12][NH:11][CH2:10][CH2:9]3)[CH:27]=[C:28]([C:30]([N:31]([CH3:32])[CH3:33])=[O:34])[CH:29]=2)=[CH:39][CH:38]=1)#[N:36]. (3) Given the reactants [F:1][C:2]([F:24])([F:23])[C:3]1[CH:4]=[C:5]([C:13]2[N:17]=[CH:16][N:15](/[CH:18]=[CH:19]\[C:20](O)=[O:21])[N:14]=2)[CH:6]=[C:7]([C:9]([F:12])([F:11])[F:10])[CH:8]=1.Cl.[CH3:26][O:27][C:28]([CH:30]1[CH2:33][NH:32][CH2:31]1)=[O:29].C(P1(=O)OP(CCC)(=O)OP(CCC)(=O)O1)CC.CCN(C(C)C)C(C)C, predict the reaction product. The product is: [F:24][C:2]([F:1])([F:23])[C:3]1[CH:4]=[C:5]([C:13]2[N:17]=[CH:16][N:15](/[CH:18]=[CH:19]\[C:20]([N:32]3[CH2:33][CH:30]([C:28]([O:27][CH3:26])=[O:29])[CH2:31]3)=[O:21])[N:14]=2)[CH:6]=[C:7]([C:9]([F:10])([F:11])[F:12])[CH:8]=1. (4) Given the reactants C(OO)(=[O:3])C.[CH:6]1([CH2:12][O:13][C:14](=[O:23])[CH2:15][CH:16]([CH3:22])[CH2:17][C:18]([CH3:21])([CH3:20])[CH3:19])[CH2:11][CH2:10][CH:9]=[CH:8][CH2:7]1.O, predict the reaction product. The product is: [O:3]1[CH:9]2[CH:8]1[CH2:7][CH:6]([CH2:12][O:13][C:14](=[O:23])[CH2:15][CH:16]([CH3:22])[CH2:17][C:18]([CH3:19])([CH3:21])[CH3:20])[CH2:11][CH2:10]2.